Predict the reactants needed to synthesize the given product. From a dataset of Full USPTO retrosynthesis dataset with 1.9M reactions from patents (1976-2016). Given the product [C:1]([O:4][CH2:5][C@H:6]1[CH2:11][C@@H:10]([O:12][C:13](=[O:15])[CH3:14])[CH2:9][CH2:8][C@@:7]1([C@H:17]1[CH2:25][CH2:24][C@@:23]2([CH3:26])[C@@H:19]([CH2:20][CH2:21][C:22]2=[CH2:27])[C@@H:18]1[CH2:28][C:31]#[N:32])[CH3:16])(=[O:3])[CH3:2], predict the reactants needed to synthesize it. The reactants are: [C:1]([O:4][CH2:5][C@H:6]1[CH2:11][C@@H:10]([O:12][C:13](=[O:15])[CH3:14])[CH2:9][CH2:8][C@@:7]1([C@H:17]1[CH2:25][CH2:24][C@@:23]2([CH3:26])[C@@H:19]([CH2:20][CH2:21][C:22]2=[CH2:27])[C@@H:18]1[CH2:28]O)[CH3:16])(=[O:3])[CH3:2].C[CH2:31][N:32](CC)CC.CS(Cl)(=O)=O.[C-]#N.[K+].